Dataset: Forward reaction prediction with 1.9M reactions from USPTO patents (1976-2016). Task: Predict the product of the given reaction. (1) Given the reactants [F:1][C:2]1[CH:7]=[CH:6][C:5]([C:8]2[CH:12]=[C:11]([OH:13])[NH:10][N:9]=2)=[CH:4][CH:3]=1.C([O-])([O-])=O.[K+].[K+].CS(O[CH:25]([CH:27](OS(C)(=O)=O)[CH3:28])[CH3:26])(=O)=O, predict the reaction product. The product is: [F:1][C:2]1[CH:3]=[CH:4][C:5]([C:8]2[CH:12]=[C:11]3[O:13][CH:25]([CH3:26])[CH:27]([CH3:28])[N:10]3[N:9]=2)=[CH:6][CH:7]=1. (2) Given the reactants [Cl:1][C:2]1[CH:26]=[N:25][C:5]2[NH:6][C:7]3[C:12]([C:4]=2[CH:3]=1)=[C:11]([C:13]1[CH:18]=[CH:17][CH:16]=[C:15]([S:19]([CH2:22][CH3:23])(=[O:21])=[O:20])[CH:14]=1)[CH:10]=[CH:9][C:8]=3[OH:24].C(S(C1C=C(C2C=CC(OC[CH2:49][CH2:50][N:51]([CH3:53])[CH3:52])=C3C=2C2C=C(C)C=NC=2N3)C=CC=1)(=O)=O)C, predict the reaction product. The product is: [Cl:1][C:2]1[CH:26]=[N:25][C:5]2[NH:6][C:7]3[C:12]([C:4]=2[CH:3]=1)=[C:11]([C:13]1[CH:18]=[CH:17][CH:16]=[C:15]([S:19]([CH2:22][CH3:23])(=[O:21])=[O:20])[CH:14]=1)[CH:10]=[CH:9][C:8]=3[O:24][CH2:49][CH2:50][N:51]([CH3:53])[CH3:52]. (3) Given the reactants [OH:1][C@@:2]1([CH3:36])[CH2:7][CH2:6][C@H:5]2[C@H:8]3[C@H:18]([CH2:19][CH2:20][C@:3]12[CH3:4])[C@:16]1([CH3:17])[C:11](=[CH:12][C@@H:13]([OH:21])[CH2:14][CH2:15]1)[CH2:10][C@H:9]3[CH2:22][CH2:23][CH2:24][CH2:25][C:26]1[CH:31]=[CH:30][CH:29]=[C:28]([O:32]C(=O)C)[CH:27]=1, predict the reaction product. The product is: [OH:1][C@@:2]1([CH3:36])[CH2:7][CH2:6][C@H:5]2[C@H:8]3[C@H:18]([CH2:19][CH2:20][C@:3]12[CH3:4])[C@:16]1([CH3:17])[C:11](=[CH:12][C:13](=[O:21])[CH2:14][CH2:15]1)[CH2:10][C@H:9]3[CH2:22][CH2:23][CH2:24][CH2:25][C:26]1[CH:31]=[CH:30][CH:29]=[C:28]([OH:32])[CH:27]=1. (4) Given the reactants [Br:1][C:2]1[CH:7]=[CH:6][C:5]([C:8]2[NH:12][C:11](=[O:13])[C:10]3([CH2:17][CH2:16][CH2:15][CH2:14]3)[N:9]=2)=[CH:4][CH:3]=1.Br[CH2:19][C@@H:20]1[CH2:24][CH2:23][N:22]([C:25]([O:27][C:28]([CH3:31])([CH3:30])[CH3:29])=[O:26])[CH2:21]1.C([O-])([O-])=O.[Cs+].[Cs+], predict the reaction product. The product is: [Br:1][C:2]1[CH:3]=[CH:4][C:5]([C:8]2[N:12]([CH2:19][C@@H:20]3[CH2:24][CH2:23][N:22]([C:25]([O:27][C:28]([CH3:29])([CH3:31])[CH3:30])=[O:26])[CH2:21]3)[C:11](=[O:13])[C:10]3([CH2:17][CH2:16][CH2:15][CH2:14]3)[N:9]=2)=[CH:6][CH:7]=1. (5) Given the reactants [N:1]1([C:7]([C:9]2[C:10]3[CH2:29][S:28](=[O:31])(=[O:30])[C:27]4[CH:26]=[CH:25][CH:24]=[CH:23][C:22]=4[C:11]=3[N:12]([C:14]3[CH:15]=[C:16]([CH:19]=[CH:20][CH:21]=3)[C:17]#[N:18])[N:13]=2)=[O:8])[CH2:6][CH2:5][O:4][CH2:3][CH2:2]1.[NH2:32][OH:33], predict the reaction product. The product is: [OH:33][N:32]=[C:17]([C:16]1[CH:19]=[CH:20][CH:21]=[C:14]([N:12]2[C:11]3[C:22]4[CH:23]=[CH:24][CH:25]=[CH:26][C:27]=4[S:28](=[O:30])(=[O:31])[CH2:29][C:10]=3[C:9]([C:7]([N:1]3[CH2:6][CH2:5][O:4][CH2:3][CH2:2]3)=[O:8])=[N:13]2)[CH:15]=1)[NH2:18]. (6) Given the reactants Cl[C:2]1[C:11]2[N:12]=[CH:13][N:14]([CH2:15][CH:16]([CH3:18])[CH3:17])[C:10]=2[C:9]2[CH:8]=[CH:7][CH:6]=[CH:5][C:4]=2[N:3]=1.[NH2:19][NH2:20].C(O)(=O)C, predict the reaction product. The product is: [NH:19]([C:2]1[C:11]2[N:12]=[CH:13][N:14]([CH2:15][CH:16]([CH3:18])[CH3:17])[C:10]=2[C:9]2[CH:8]=[CH:7][CH:6]=[CH:5][C:4]=2[N:3]=1)[NH2:20].